Dataset: Full USPTO retrosynthesis dataset with 1.9M reactions from patents (1976-2016). Task: Predict the reactants needed to synthesize the given product. (1) Given the product [OH:1][C@@:2]1([C:9]#[C:10][C:11]2[CH:12]=[C:13]([N:17]3[C:21]4=[N:22][C:23]([CH3:26])=[N:24][CH:25]=[C:20]4[C:19]([C:27]([NH2:32])=[O:29])=[N:18]3)[CH:14]=[CH:15][CH:16]=2)[CH2:6][CH2:5][N:4]([CH3:7])[C:3]1=[O:8], predict the reactants needed to synthesize it. The reactants are: [OH:1][C@@:2]1([C:9]#[C:10][C:11]2[CH:12]=[C:13]([N:17]3[C:21]4=[N:22][C:23]([CH3:26])=[N:24][CH:25]=[C:20]4[C:19]([C:27]([O:29]CC)=O)=[N:18]3)[CH:14]=[CH:15][CH:16]=2)[CH2:6][CH2:5][N:4]([CH3:7])[C:3]1=[O:8].[NH3:32]. (2) Given the product [C:24]([N:21]1[CH2:22][CH2:23][CH:18]([CH2:17][CH2:16][CH2:15][CH2:14][NH:13][C:10]([C:2]2[NH:1][C:9]3[CH:8]=[CH:7][N:6]=[CH:5][C:4]=3[CH:3]=2)=[O:12])[CH2:19][CH2:20]1)(=[O:25])[C:26]1[CH:27]=[CH:28][CH:29]=[CH:30][CH:31]=1, predict the reactants needed to synthesize it. The reactants are: [NH:1]1[C:9]2[CH:8]=[CH:7][N:6]=[CH:5][C:4]=2[CH:3]=[C:2]1[C:10]([OH:12])=O.[NH2:13][CH2:14][CH2:15][CH2:16][CH2:17][CH:18]1[CH2:23][CH2:22][N:21]([C:24]([C:26]2[CH:31]=[CH:30][CH:29]=[CH:28][CH:27]=2)=[O:25])[CH2:20][CH2:19]1.C1C(CCCCNC(/C=C/C2C=CC=NC=2)=O)CCN(C(C2C=CC=CC=2)=O)C1.C1N=C(N)C2N=CN([C@@H]3O[C@H](COP(OP(OC[C@H]4O[C@@H](N5C=C(C(N)=O)CC=C5)[C@H](O)[C@@H]4O)(O)=O)(O)=O)[C@@H](O)[C@H]3O)C=2N=1.F[P-](F)(F)(F)(F)F.N1(OC(N(C)C)=[N+](C)C)C2N=CC=CC=2N=N1.C(N(C(C)C)CC)(C)C. (3) Given the product [CH2:1]([O:3][C:4]([C:5]1[O:14][CH:12]=[N:15][C:6]=1[CH2:7][CH3:8])=[O:11])[CH3:2], predict the reactants needed to synthesize it. The reactants are: [CH2:1]([O:3][C:4](=[O:11])[CH:5](Cl)[C:6](=O)[CH2:7][CH3:8])[CH3:2].[CH:12]([O-:14])=O.[NH4+:15]. (4) Given the product [CH:27]1([CH2:26][O:1][C:2]2[C:7]3[CH2:8][O:9][C@:10]4([CH3:22])[C@H:14]([C:6]=3[CH:5]=[CH:4][CH:3]=2)[CH2:13][N:12]([C:15]([O:17][C:18]([CH3:21])([CH3:20])[CH3:19])=[O:16])[CH2:11]4)[CH2:29][CH2:28]1, predict the reactants needed to synthesize it. The reactants are: [OH:1][C:2]1[C:7]2[CH2:8][O:9][C@:10]3([CH3:22])[C@H:14]([C:6]=2[CH:5]=[CH:4][CH:3]=1)[CH2:13][N:12]([C:15]([O:17][C:18]([CH3:21])([CH3:20])[CH3:19])=[O:16])[CH2:11]3.[H-].[Na+].I[CH2:26][CH:27]1[CH2:29][CH2:28]1. (5) Given the product [CH3:1][C@@H:2]1[O:9][C:7](=[O:8])[C@H:6]([CH3:10])[O:5][C:3]1=[O:4].[C:11]1(=[O:17])[O:16][CH2:15][CH2:14][CH2:13][O:12]1, predict the reactants needed to synthesize it. The reactants are: [CH3:1][C@@H:2]1[O:9][C:7](=[O:8])[C@H:6]([CH3:10])[O:5][C:3]1=[O:4].[C:11]1(=[O:17])[O:16][CH2:15][CH2:14][CH2:13][O:12]1.C(O)CCO. (6) Given the product [Cl:1][CH2:2][CH2:3][CH2:4][CH2:5][C:6]1[N:20]([CH3:19])[N:21]=[C:9]([C:10]([O:12][CH2:13][CH3:14])=[O:11])[CH:7]=1, predict the reactants needed to synthesize it. The reactants are: [Cl:1][CH2:2][CH2:3][CH2:4][CH2:5][C:6](=O)[CH3:7].[C:9](OCC)(=O)[C:10]([O:12][CH2:13][CH3:14])=[O:11].[CH3:19][NH:20][NH2:21]. (7) Given the product [Cl:10][C:11]1[N:16]=[C:15]([C:17]([F:7])([CH3:19])[CH3:18])[C:14]([F:21])=[CH:13][N:12]=1, predict the reactants needed to synthesize it. The reactants are: C(N(S(F)(F)[F:7])CC)C.[Cl:10][C:11]1[N:16]=[C:15]([C:17](O)([CH3:19])[CH3:18])[C:14]([F:21])=[CH:13][N:12]=1. (8) Given the product [F:38][C:39]([F:44])([F:43])[C:40]([O-:42])=[O:41].[CH3:35][N:12]([CH2:13][CH2:14][CH2:15][P+:16]([C:29]1[CH:34]=[CH:33][CH:32]=[CH:31][CH:30]=1)([C:23]1[CH:24]=[CH:25][CH:26]=[CH:27][CH:28]=1)[C:17]1[CH:18]=[CH:19][CH:20]=[CH:21][CH:22]=1)[C:10](=[O:11])[CH2:9][NH:8][CH3:6], predict the reactants needed to synthesize it. The reactants are: C(O[C:6]([N:8](C)[CH2:9][C:10]([N:12]([CH3:35])[CH2:13][CH2:14][CH2:15][P+:16]([C:29]1[CH:34]=[CH:33][CH:32]=[CH:31][CH:30]=1)([C:23]1[CH:28]=[CH:27][CH:26]=[CH:25][CH:24]=1)[C:17]1[CH:22]=[CH:21][CH:20]=[CH:19][CH:18]=1)=[O:11])=O)(C)(C)C.[Br-].[F:38][C:39]([F:44])([F:43])[C:40]([OH:42])=[O:41].